From a dataset of Reaction yield outcomes from USPTO patents with 853,638 reactions. Predict the reaction yield, written as a fraction of the theoretical maximum amount of product (1.0 means a 100% yield; for example, 0.34 means a 34% yield). The reactants are [CH2:1]([O:8][C:9]1[C:18]2[C:13](=[CH:14][CH:15]=[C:16]([F:19])[CH:17]=2)[CH:12]=[C:11]([CH2:20]Cl)[C:10]=1[CH3:22])[C:2]1[CH:7]=[CH:6][CH:5]=[CH:4][CH:3]=1.[C:23](=[O:26])([O-])[O-:24].[K+].[K+].O1CCC[CH2:30]1.CO. The catalyst is O.CCCCCC.Cl[Pd](Cl)([P](C1C=CC=CC=1)(C1C=CC=CC=1)C1C=CC=CC=1)[P](C1C=CC=CC=1)(C1C=CC=CC=1)C1C=CC=CC=1.C(OCC)(=O)C. The product is [CH3:30][O:24][C:23](=[O:26])[CH2:20][C:11]1[C:10]([CH3:22])=[C:9]([O:8][CH2:1][C:2]2[CH:7]=[CH:6][CH:5]=[CH:4][CH:3]=2)[C:18]2[C:13](=[CH:14][CH:15]=[C:16]([F:19])[CH:17]=2)[CH:12]=1. The yield is 1.00.